This data is from Full USPTO retrosynthesis dataset with 1.9M reactions from patents (1976-2016). The task is: Predict the reactants needed to synthesize the given product. (1) Given the product [F:1][C:2]1[C:3]([O:19][CH3:20])=[C:4]([C@@H:8]([CH3:18])[CH2:9][C@@:10]([C:13]([F:14])([F:15])[F:16])([OH:17])[CH:11]=[N:21][C:22]2[CH:31]=[CH:30][CH:29]=[C:28]3[C:23]=2[CH:24]=[CH:25][C:26]([CH3:32])=[N:27]3)[CH:5]=[CH:6][CH:7]=1, predict the reactants needed to synthesize it. The reactants are: [F:1][C:2]1[C:3]([O:19][CH3:20])=[C:4]([C@@H:8]([CH3:18])[CH2:9][C@:10]([OH:17])([C:13]([F:16])([F:15])[F:14])[CH:11]=O)[CH:5]=[CH:6][CH:7]=1.[NH2:21][C:22]1[CH:31]=[CH:30][CH:29]=[C:28]2[C:23]=1[CH:24]=[CH:25][C:26]([CH3:32])=[N:27]2. (2) Given the product [OH:18][CH2:17][C:15]1[C:14]([O:19][CH3:20])=[CH:13][CH:12]=[C:11]([C:3]2[CH:2]=[N:1][CH:6]=[CH:5][CH:4]=2)[N:16]=1, predict the reactants needed to synthesize it. The reactants are: [N:1]1[CH:6]=[CH:5][CH:4]=[C:3](B(O)O)[CH:2]=1.Br[C:11]1[N:16]=[C:15]([CH2:17][OH:18])[C:14]([O:19][CH3:20])=[CH:13][CH:12]=1. (3) Given the product [N:26]1([C:32]([N:13]2[CH2:14][CH:9]([C:6]3[CH:5]=[CH:4][C:3]([C:2]([F:24])([F:1])[F:25])=[CH:8][CH:7]=3)[CH2:10][CH:11]([NH:15][C:16]([C:17]3[CH:18]=[CH:19][CH:20]=[CH:21][CH:22]=3)=[O:23])[CH2:12]2)=[O:33])[CH2:31][CH2:30][O:29][CH2:28][CH2:27]1, predict the reactants needed to synthesize it. The reactants are: [F:1][C:2]([F:25])([F:24])[C:3]1[CH:8]=[CH:7][C:6]([CH:9]2[CH2:14][NH:13][CH2:12][CH:11]([NH:15][C:16](=[O:23])[C:17]3[CH:22]=[CH:21][CH:20]=[CH:19][CH:18]=3)[CH2:10]2)=[CH:5][CH:4]=1.[N:26]1([C:32](Cl)=[O:33])[CH2:31][CH2:30][O:29][CH2:28][CH2:27]1.C(N(CC)CC)C.O.